Dataset: NCI-60 drug combinations with 297,098 pairs across 59 cell lines. Task: Regression. Given two drug SMILES strings and cell line genomic features, predict the synergy score measuring deviation from expected non-interaction effect. (1) Drug 1: CC1CCC2CC(C(=CC=CC=CC(CC(C(=O)C(C(C(=CC(C(=O)CC(OC(=O)C3CCCCN3C(=O)C(=O)C1(O2)O)C(C)CC4CCC(C(C4)OC)OCCO)C)C)O)OC)C)C)C)OC. Drug 2: C1CCC(C(C1)N)N.C(=O)(C(=O)[O-])[O-].[Pt+4]. Cell line: RXF 393. Synergy scores: CSS=14.4, Synergy_ZIP=-4.37, Synergy_Bliss=-1.91, Synergy_Loewe=1.04, Synergy_HSA=0.777. (2) Drug 1: CCC1(CC2CC(C3=C(CCN(C2)C1)C4=CC=CC=C4N3)(C5=C(C=C6C(=C5)C78CCN9C7C(C=CC9)(C(C(C8N6C=O)(C(=O)OC)O)OC(=O)C)CC)OC)C(=O)OC)O.OS(=O)(=O)O. Drug 2: CC1=C(C=C(C=C1)NC(=O)C2=CC=C(C=C2)CN3CCN(CC3)C)NC4=NC=CC(=N4)C5=CN=CC=C5. Cell line: HOP-62. Synergy scores: CSS=7.12, Synergy_ZIP=-1.62, Synergy_Bliss=2.20, Synergy_Loewe=2.94, Synergy_HSA=1.92.